From a dataset of Catalyst prediction with 721,799 reactions and 888 catalyst types from USPTO. Predict which catalyst facilitates the given reaction. (1) The catalyst class is: 19. Reactant: [N+:1]([C:4]1[CH:26]=[CH:25][CH:24]=[CH:23][C:5]=1[CH2:6][NH:7][C:8]1[CH:22]=[CH:21][C:11]2[C:12](=[O:20])[NH:13][C:14]3[C:19]([C:10]=2[CH:9]=1)=[CH:18][CH:17]=[CH:16][N:15]=3)([O-])=O. Product: [NH2:1][C:4]1[CH:26]=[CH:25][CH:24]=[CH:23][C:5]=1[CH2:6][NH:7][C:8]1[CH:22]=[CH:21][C:11]2[C:12](=[O:20])[NH:13][C:14]3[C:19]([C:10]=2[CH:9]=1)=[CH:18][CH:17]=[CH:16][N:15]=3. (2) Reactant: [NH2:1][C:2]1[CH:7]=[CH:6][C:5]([C:8]2[N:9]=[C:10]([N:35]3[CH2:40][CH2:39][O:38][CH2:37][CH2:36]3)[C:11]3[S:16][C:15]([C:17]4[CH:18]=[C:19]([NH:23][C:24]([CH2:26][NH:27]C(=O)OC(C)(C)C)=[O:25])[CH:20]=[CH:21][CH:22]=4)=[CH:14][C:12]=3[N:13]=2)=[CH:4][N:3]=1. Product: [NH2:27][CH2:26][C:24]([NH:23][C:19]1[CH:20]=[CH:21][CH:22]=[C:17]([C:15]2[S:16][C:11]3[C:10]([N:35]4[CH2:40][CH2:39][O:38][CH2:37][CH2:36]4)=[N:9][C:8]([C:5]4[CH:4]=[N:3][C:2]([NH2:1])=[CH:7][CH:6]=4)=[N:13][C:12]=3[CH:14]=2)[CH:18]=1)=[O:25]. The catalyst class is: 330. (3) Reactant: [Zn:1].[Br:2]CCBr.Cl[Si](C)(C)C.Br[CH2:12][C:13]1[C:18]([Cl:19])=[CH:17][CH:16]=[CH:15][C:14]=1[Cl:20]. Product: [Br-:2].[Cl:20][C:14]1[CH:15]=[CH:16][CH:17]=[C:18]([Cl:19])[C:13]=1[CH2:12][Zn+:1]. The catalyst class is: 7. (4) Reactant: CCN(C(C)C)C(C)C.[NH2:10][C@@H:11]([CH2:16][OH:17])[CH2:12][CH:13]([CH3:15])[CH3:14].Cl[C:19]1[C:20]2[S:36][C:35]([NH2:37])=[N:34][C:21]=2[N:22]=[C:23]([S:25][C@H:26]([C:28]2[CH:33]=[CH:32][CH:31]=[CH:30][CH:29]=2)[CH3:27])[N:24]=1.O. Product: [NH2:37][C:35]1[S:36][C:20]2[C:19]([NH:10][CH:11]([CH2:12][CH:13]([CH3:15])[CH3:14])[CH2:16][OH:17])=[N:24][C:23]([S:25][C@H:26]([C:28]3[CH:29]=[CH:30][CH:31]=[CH:32][CH:33]=3)[CH3:27])=[N:22][C:21]=2[N:34]=1. The catalyst class is: 37. (5) Reactant: [Br-].[Cl:2][C:3]1[S:7][C:6]([Zn+])=[CH:5][CH:4]=1.[CH2:9]([NH:13][C:14]([C:16]1[CH:31]=[CH:30][C:19]2[S:20][C:21]3[CH:29]=[CH:28][CH:27]=[CH:26][C:22]=3[C:23](Cl)=[N:24][C:18]=2[CH:17]=1)=[O:15])[CH:10]([CH3:12])[CH3:11]. Product: [CH2:9]([NH:13][C:14]([C:16]1[CH:31]=[CH:30][C:19]2[S:20][C:21]3[CH:29]=[CH:28][CH:27]=[CH:26][C:22]=3[C:23]([C:6]3[S:7][C:3]([Cl:2])=[CH:4][CH:5]=3)=[N:24][C:18]=2[CH:17]=1)=[O:15])[CH:10]([CH3:12])[CH3:11]. The catalyst class is: 516. (6) Reactant: [CH3:1][O:2][C:3]1[CH:4]=[C:5]([C:9]2[CH:10]=[CH:11][C:12]([CH:15]=[O:16])=[N:13][CH:14]=2)[CH:6]=[CH:7][CH:8]=1.C[Mg]Br.[CH2:20]1COC[CH2:21]1. Product: [CH3:1][O:2][C:3]1[CH:4]=[C:5]([C:9]2[CH:10]=[CH:11][C:12]([CH:15]([OH:16])[CH2:20][CH3:21])=[N:13][CH:14]=2)[CH:6]=[CH:7][CH:8]=1. The catalyst class is: 13. (7) Reactant: [O:1]1[CH2:4][CH:3]([C:5]2[CH:14]=[CH:13][C:8]([C:9]([O:11]C)=[O:10])=[CH:7][CH:6]=2)[CH2:2]1.O.[OH-].[Li+].C1COCC1. Product: [O:1]1[CH2:2][CH:3]([C:5]2[CH:14]=[CH:13][C:8]([C:9]([OH:11])=[O:10])=[CH:7][CH:6]=2)[CH2:4]1. The catalyst class is: 6. (8) Reactant: [C:1]1([C:7]([N:9]=[C:10]=[S:11])=[O:8])[CH:6]=[CH:5][CH:4]=[CH:3][CH:2]=1.[CH3:12][O:13][C:14]1[CH:15]=[C:16]2[C:21](=[CH:22][C:23]=1[O:24][CH3:25])[N:20]=[CH:19][CH:18]=[C:17]2[O:26][C:27]1[CH:33]=[CH:32][C:30]([NH2:31])=[C:29]([CH3:34])[C:28]=1[CH3:35].C1(C)C=CC=CC=1. Product: [C:7]([NH:9][C:10]([NH:31][C:30]1[CH:32]=[CH:33][C:27]([O:26][C:17]2[C:16]3[C:21](=[CH:22][C:23]([O:24][CH3:25])=[C:14]([O:13][CH3:12])[CH:15]=3)[N:20]=[CH:19][CH:18]=2)=[C:28]([CH3:35])[C:29]=1[CH3:34])=[S:11])(=[O:8])[C:1]1[CH:6]=[CH:5][CH:4]=[CH:3][CH:2]=1. The catalyst class is: 8. (9) Reactant: [NH2:1][CH2:2][CH2:3][N:4]([CH:24]([CH3:26])[CH3:25])[C:5]1([CH2:16][C:17]2[CH:22]=[CH:21][CH:20]=[C:19]([Cl:23])[CH:18]=2)[C:13]2[C:8](=[CH:9][C:10]([Cl:14])=[CH:11][CH:12]=2)[NH:7][C:6]1=[O:15].C([O-])([O-])=O.[K+].[K+].[CH3:33][S:34](Cl)(=[O:36])=[O:35]. Product: [Cl:14][C:10]1[CH:9]=[C:8]2[C:13]([C:5]([N:4]([CH:24]([CH3:26])[CH3:25])[CH2:3][CH2:2][NH:1][S:34]([CH3:33])(=[O:36])=[O:35])([CH2:16][C:17]3[CH:22]=[CH:21][CH:20]=[C:19]([Cl:23])[CH:18]=3)[C:6](=[O:15])[NH:7]2)=[CH:12][CH:11]=1. The catalyst class is: 2. (10) Reactant: [C:1]1([CH3:11])[CH:6]=[CH:5][C:4](S([O-])(=O)=O)=[CH:3][CH:2]=1.[NH2:12][C@H:13]([C:17]([OH:19])=[O:18])[CH:14]([CH3:16])[CH3:15].C[Si](C)(C)N[Si](C)(C)C.C(N(C(C)C)CC)(C)C.[Br-:38]. Product: [Br:38][C:4]1[CH:5]=[CH:6][C:1]([CH2:11][NH:12][C@H:13]([C:17]([OH:19])=[O:18])[CH:14]([CH3:16])[CH3:15])=[CH:2][CH:3]=1. The catalyst class is: 2.